From a dataset of Full USPTO retrosynthesis dataset with 1.9M reactions from patents (1976-2016). Predict the reactants needed to synthesize the given product. (1) Given the product [CH:1]1[C:10]2[C:5](=[CH:6][CH:7]=[CH:8][CH:9]=2)[CH:4]=[CH:3][C:2]=1[C:11]1([CH:16]=[O:32])[CH2:15][CH2:14][CH2:13][CH2:12]1, predict the reactants needed to synthesize it. The reactants are: [CH:1]1[C:10]2[C:5](=[CH:6][CH:7]=[CH:8][CH:9]=2)[CH:4]=[CH:3][C:2]=1[C:11]1([C:16]#N)[CH2:15][CH2:14][CH2:13][CH2:12]1.ClC1C=CC(Cl)=CC=1C1(C=[O:32])CCCC1. (2) Given the product [Cl:1][C:2]1[CH:3]=[C:4]([C:8]2[O:12][N:11]=[C:10]([C@H:13]([O:15][C:20]3[N:21]([CH3:31])[C:22]([C:25]4[CH:30]=[CH:29][N:28]=[CH:27][CH:26]=4)=[N:23][N:24]=3)[CH3:14])[CH:9]=2)[CH:5]=[CH:6][CH:7]=1, predict the reactants needed to synthesize it. The reactants are: [Cl:1][C:2]1[CH:3]=[C:4]([C:8]2[O:12][N:11]=[C:10]([C@H:13]([OH:15])[CH3:14])[CH:9]=2)[CH:5]=[CH:6][CH:7]=1.CS([C:20]1[N:21]([CH3:31])[C:22]([C:25]2[CH:30]=[CH:29][N:28]=[CH:27][CH:26]=2)=[N:23][N:24]=1)(=O)=O.C(=O)([O-])[O-].[Cs+].[Cs+].O.